This data is from Reaction yield outcomes from USPTO patents with 853,638 reactions. The task is: Predict the reaction yield, written as a fraction of the theoretical maximum amount of product (1.0 means a 100% yield; for example, 0.34 means a 34% yield). No catalyst specified. The product is [OH:1][CH2:2][C:3]([CH3:9])([CH3:8])[C:4]([NH:11][CH3:10])=[O:5]. The yield is 0.510. The reactants are [OH:1][CH2:2][C:3]([CH3:9])([CH3:8])[C:4](OC)=[O:5].[CH3:10][NH2:11].